From a dataset of Forward reaction prediction with 1.9M reactions from USPTO patents (1976-2016). Predict the product of the given reaction. (1) Given the reactants [F:1][C:2]([F:14])([F:13])[O:3][C:4]1[CH:5]=[C:6]([C:10](=O)[CH3:11])[CH:7]=[CH:8][CH:9]=1.[CH3:15][C:16]([S@:19]([NH2:21])=[O:20])([CH3:18])[CH3:17], predict the reaction product. The product is: [CH3:15][C:16]([S@:19]([NH:21][CH:10]([C:6]1[CH:7]=[CH:8][CH:9]=[C:4]([O:3][C:2]([F:14])([F:13])[F:1])[CH:5]=1)[CH3:11])=[O:20])([CH3:18])[CH3:17]. (2) Given the reactants [H-].[Na+].Cl[C:4]1[C:9]([CH2:10][NH:11][CH2:12][CH:13]([C:15]2[CH:20]=[CH:19][CH:18]=[CH:17][N:16]=2)[OH:14])=[CH:8][CH:7]=[C:6]([Cl:21])[N:5]=1, predict the reaction product. The product is: [Cl:21][C:6]1[CH:7]=[CH:8][C:9]2[CH2:10][NH:11][CH2:12][CH:13]([C:15]3[CH:20]=[CH:19][CH:18]=[CH:17][N:16]=3)[O:14][C:4]=2[N:5]=1. (3) Given the reactants [CH3:1][O:2][C:3]1[CH:4]=[C:5]2[C:10](=[CH:11][CH:12]=1)[C:9]([C:13](=[O:29])[C:14]1[CH:19]=[CH:18][C:17]([O:20][CH2:21][CH2:22][N:23]3[CH2:28][CH2:27][CH2:26][CH2:25][CH2:24]3)=[CH:16][CH:15]=1)=[C:8](OS(C(F)(F)F)(=O)=O)[CH:7]=[CH:6]2.C1(P(C2CCCCC2)C2CCCCC2)CCCCC1.[F-].[Cs+].[F:59][C:60]1[CH:65]=[CH:64][C:63]([F:66])=[CH:62][C:61]=1B(O)O, predict the reaction product. The product is: [F:59][C:60]1[CH:65]=[CH:64][C:63]([F:66])=[CH:62][C:61]=1[C:8]1[CH:7]=[CH:6][C:5]2[C:10](=[CH:11][CH:12]=[C:3]([O:2][CH3:1])[CH:4]=2)[C:9]=1[C:13]([C:14]1[CH:15]=[CH:16][C:17]([O:20][CH2:21][CH2:22][N:23]2[CH2:28][CH2:27][CH2:26][CH2:25][CH2:24]2)=[CH:18][CH:19]=1)=[O:29]. (4) Given the reactants [F:1][CH:2]([F:24])[O:3][C:4]1[CH:9]=[CH:8][C:7](/[C:10](=[N:22]\O)/[CH:11]2[CH2:14][N:13]([C:15]([O:17][C:18]([CH3:21])([CH3:20])[CH3:19])=[O:16])[CH2:12]2)=[CH:6][CH:5]=1.[H][H], predict the reaction product. The product is: [NH2:22][CH:10]([C:7]1[CH:6]=[CH:5][C:4]([O:3][CH:2]([F:24])[F:1])=[CH:9][CH:8]=1)[CH:11]1[CH2:14][N:13]([C:15]([O:17][C:18]([CH3:21])([CH3:20])[CH3:19])=[O:16])[CH2:12]1. (5) Given the reactants [CH3:1][C:2]1[C@@H:19]([O:20][C:21]([C@H:23]([OH:39])[C@@H:24]([NH:31][C:32]([O:34][C:35]([CH3:38])([CH3:37])[CH3:36])=[O:33])[C:25]2[CH:26]=[CH:27][CH:28]=[CH:29][CH:30]=2)=[O:22])[CH2:18][C@:14]2([OH:40])[C:15]([CH3:17])([CH3:16])[C:3]=1[C@@H:4]([OH:58])[C:5]([C@@:7]1([CH3:57])[C@H:12]([C@@H:13]2[O:41][C:42]([C:44]2[CH:45]=[CH:46][CH:47]=[CH:48][CH:49]=2)=[O:43])[C@:11]2([O:52][C:53]([CH3:55])=[O:54])[CH2:50][O:51][C@@H:10]2[CH2:9][C@@H:8]1[OH:56])=[O:6].C1CCCCC1.[OH2:65].C(OCC)(=[O:68])C, predict the reaction product. The product is: [CH3:1][C:2]1[C@@H:19]([O:20][C:21]([C@H:23]([OH:39])[C@@H:24]([NH:31][C:32]([O:34][C:35]([CH3:36])([CH3:37])[CH3:38])=[O:33])[C:25]2[CH:30]=[CH:29][CH:28]=[CH:27][CH:26]=2)=[O:22])[CH2:18][C@@:14]2([OH:40])[C:15]([CH3:16])([CH3:17])[C:3]=1[C@@H:4]([OH:58])[C:5]([C@@:7]1([CH3:57])[C@H:12]([C@@H:13]2[O:41][C:42]([C:44]2[CH:45]=[CH:46][CH:47]=[CH:48][CH:49]=2)=[O:43])[C@:11]2([O:52][C:53]([CH3:55])=[O:54])[CH2:50][O:51][C@@H:10]2[CH2:9][C@@H:8]1[OH:56])=[O:6].[OH2:68].[OH2:65].[OH2:6]. (6) Given the reactants [CH3:1][O-:2].[Na+].C[O:5][C:6]([C:8]1[CH:12]=[C:11]([C:13]2[CH:18]=[N:17][C:16]([CH3:19])=[CH:15][N:14]=2)[N:10]([C:20]2[N:21]=[N:22][C:23](Cl)=[CH:24][CH:25]=2)[N:9]=1)=[O:7].O.Cl, predict the reaction product. The product is: [CH3:1][O:2][C:23]1[N:22]=[N:21][C:20]([N:10]2[C:11]([C:13]3[CH:18]=[N:17][C:16]([CH3:19])=[CH:15][N:14]=3)=[CH:12][C:8]([C:6]([OH:5])=[O:7])=[N:9]2)=[CH:25][CH:24]=1. (7) Given the reactants [NH2:1][C:2]1[C:13]([CH3:14])=[CH:12][CH:11]=[CH:10][C:3]=1[C:4]([NH:6][CH:7]([CH3:9])[CH3:8])=[O:5].C=O.[C:17]1(C)C=CC(S(O)(=O)=O)=CC=1, predict the reaction product. The product is: [CH3:14][C:13]1[CH:12]=[CH:11][CH:10]=[C:3]2[C:2]=1[NH:1][CH2:17][N:6]([CH:7]([CH3:9])[CH3:8])[C:4]2=[O:5].